This data is from Full USPTO retrosynthesis dataset with 1.9M reactions from patents (1976-2016). The task is: Predict the reactants needed to synthesize the given product. (1) Given the product [CH2:44]([O:34][C:33](=[O:39])[C:32]([C:12]1[C:13]2[C:18](=[CH:17][CH:16]=[C:15]([C:19]3[CH:24]=[CH:23][C:22]([O:25][C:26]([F:27])([F:28])[F:29])=[CH:21][CH:20]=3)[CH:14]=2)[N:10]([C:7]2[CH:8]=[CH:9][C:4]([O:3][C:2]([F:1])([F:30])[F:31])=[CH:5][CH:6]=2)[CH:11]=1)=[O:36])[CH3:45], predict the reactants needed to synthesize it. The reactants are: [F:1][C:2]([F:31])([F:30])[O:3][C:4]1[CH:9]=[CH:8][C:7]([N:10]2[C:18]3[C:13](=[CH:14][C:15]([C:19]4[CH:24]=[CH:23][C:22]([O:25][C:26]([F:29])([F:28])[F:27])=[CH:21][CH:20]=4)=[CH:16][CH:17]=3)[CH:12]=[CH:11]2)=[CH:6][CH:5]=1.[C:32](Cl)(=[O:36])[C:33](Cl)=[O:34].C([O-])(O)=[O:39].[Na+].Cl.[CH2:44]1COC[CH2:45]1. (2) Given the product [CH3:1][O:2][C:3]1[CH:41]=[CH:40][CH:39]=[CH:38][C:4]=1[CH2:5][O:6][CH2:7][CH2:8][CH2:9][O:10][C:11]1[CH:12]=[CH:13][C:14]([CH:17]2[CH2:22][CH2:21][NH:20][CH2:19][CH:18]2[O:23][CH2:24][C:25]2[C:30]3[NH:31][C:32]([CH2:34][OH:35])=[N:33][C:29]=3[CH:28]=[CH:27][CH:26]=2)=[CH:15][CH:16]=1, predict the reactants needed to synthesize it. The reactants are: [CH3:1][O:2][C:3]1[CH:41]=[CH:40][CH:39]=[CH:38][C:4]=1[CH2:5][O:6][CH2:7][CH2:8][CH2:9][O:10][C:11]1[CH:16]=[CH:15][C:14]([CH:17]2[CH2:22][CH2:21][NH:20][CH2:19][CH:18]2[O:23][CH2:24][C:25]2[C:30]3[NH:31][C:32]([C:34](OC)=[O:35])=[N:33][C:29]=3[CH:28]=[CH:27][CH:26]=2)=[CH:13][CH:12]=1.[H-].[Al+3].[Li+].[H-].[H-].[H-].C(=O)([O-])O.[Na+]. (3) Given the product [ClH:34].[CH3:1][C:2]1([CH3:30])[C:10]2[CH:9]=[C:8]3[O:11][CH2:12][O:13][C:7]3=[CH:6][C:5]=2[C:4](=[O:14])[N:3]1[CH2:15][CH2:16][CH:17]1[CH2:22][CH2:21][NH:20][CH2:19][CH2:18]1, predict the reactants needed to synthesize it. The reactants are: [CH3:1][C:2]1([CH3:30])[C:10]2[CH:9]=[C:8]3[O:11][CH2:12][O:13][C:7]3=[CH:6][C:5]=2[C:4](=[O:14])[N:3]1[CH2:15][CH2:16][CH:17]1[CH2:22][CH2:21][N:20](C(OC(C)(C)C)=O)[CH2:19][CH2:18]1.C(O)C.[ClH:34]. (4) The reactants are: [OH:1][C:2]1[CH:7]=[CH:6][C:5]([CH2:8][C:9]([O:11][CH2:12][CH3:13])=[O:10])=[CH:4][C:3]=1[O:14][CH3:15].C(N(CC)CC)C.C(=O)=O.[F:26][C:27]([F:40])([F:39])[S:28](O[S:28]([C:27]([F:40])([F:39])[F:26])(=[O:30])=[O:29])(=[O:30])=[O:29]. Given the product [CH3:15][O:14][C:3]1[CH:4]=[C:5]([CH2:8][C:9]([O:11][CH2:12][CH3:13])=[O:10])[CH:6]=[CH:7][C:2]=1[O:1][S:28]([C:27]([F:40])([F:39])[F:26])(=[O:30])=[O:29], predict the reactants needed to synthesize it. (5) Given the product [C:40]([N:17]([CH2:16][C:13]1[C:14]([F:15])=[C:2]([F:1])[C:3]([NH:22][C:23]2[CH:28]=[CH:27][C:26]([I:29])=[CH:25][C:24]=2[F:30])=[C:4]([CH:12]=1)[C:5]([NH:7][O:8][CH2:9][CH2:10][OH:11])=[O:6])[O:18][CH2:19][CH2:20][OH:21])(=[O:41])[CH3:39], predict the reactants needed to synthesize it. The reactants are: [F:1][C:2]1[C:3]([NH:22][C:23]2[CH:28]=[CH:27][C:26]([I:29])=[CH:25][C:24]=2[F:30])=[C:4]([CH:12]=[C:13]([CH2:16][NH:17][O:18][CH2:19][CH2:20][OH:21])[C:14]=1[F:15])[C:5]([NH:7][O:8][CH2:9][CH2:10][OH:11])=[O:6].CCN(CC)CC.C1C[O:41][CH2:40][CH2:39]1. (6) Given the product [OH:41][CH2:40][C:36]1[CH:35]=[C:34]([O:33][C:29]2[CH:30]=[C:31]3[C:26]([CH2:25][CH2:24][CH:23]([C:21]([NH:20][C:12]4[CH:11]=[C:10]([CH:15]=[C:14]([C:16]([F:19])([F:17])[F:18])[CH:13]=4)[CH2:9][NH:8][C:6](=[O:7])[O:5][C:1]([CH3:4])([CH3:3])[CH3:2])=[O:22])[CH2:32]3)=[CH:27][CH:28]=2)[CH:39]=[CH:38][N:37]=1, predict the reactants needed to synthesize it. The reactants are: [C:1]([O:5][C:6]([NH:8][CH2:9][C:10]1[CH:11]=[C:12]([NH:20][C:21]([CH:23]2[CH2:32][C:31]3[CH:30]=[C:29]([O:33][C:34]4[CH:39]=[CH:38][N:37]=[C:36]([C:40](OC)=[O:41])[CH:35]=4)[CH:28]=[CH:27][C:26]=3[CH2:25][CH2:24]2)=[O:22])[CH:13]=[C:14]([C:16]([F:19])([F:18])[F:17])[CH:15]=1)=[O:7])([CH3:4])([CH3:3])[CH3:2].[BH4-].[Na+].O. (7) Given the product [Br:1][C:2]1[NH:3][CH:4]=[C:5]([N+:7]([O-:9])=[O:8])[N:6]=1, predict the reactants needed to synthesize it. The reactants are: [Br:1][C:2]1[NH:3][C:4](I)=[C:5]([N+:7]([O-:9])=[O:8])[N:6]=1.S(=O)(O)[O-].[NH4+].